From a dataset of Full USPTO retrosynthesis dataset with 1.9M reactions from patents (1976-2016). Predict the reactants needed to synthesize the given product. (1) Given the product [Cl:1][C:2]1[CH:3]=[C:4]([C@H:9]2[C@@H:15]([CH2:16][NH:17][C:18](=[O:19])[N:42]([CH2:41][C:40]([O:39][CH3:38])=[O:44])[CH3:43])[O:14][CH2:13][CH2:12][N:11]([C:30]([O:32][C:33]([CH3:35])([CH3:36])[CH3:34])=[O:31])[CH2:10]2)[CH:5]=[CH:6][C:7]=1[Cl:8], predict the reactants needed to synthesize it. The reactants are: [Cl:1][C:2]1[CH:3]=[C:4]([C@H:9]2[C@@H:15]([CH2:16][NH:17][C:18](OC3C=CC([N+]([O-])=O)=CC=3)=[O:19])[O:14][CH2:13][CH2:12][N:11]([C:30]([O:32][C:33]([CH3:36])([CH3:35])[CH3:34])=[O:31])[CH2:10]2)[CH:5]=[CH:6][C:7]=1[Cl:8].Cl.[CH3:38][O:39][C:40](=[O:44])[CH2:41][NH:42][CH3:43].C(=O)([O-])[O-].[K+].[K+].O. (2) Given the product [Cl:71][C:72]1[CH:73]=[CH:74][C:75]([O:62][C@H:60]([C@H:57]2[CH2:58][CH2:59][NH:54][CH2:55][C@@H:56]2[C:63]2[CH:68]=[CH:67][C:66]([F:69])=[C:65]([F:70])[CH:64]=2)[CH3:61])=[N:76][CH:77]=1, predict the reactants needed to synthesize it. The reactants are: ClC1C=CC([C@@H]2[C@@H]([C@@H](OC3C=CC(Cl)=C(Cl)C=3)C)CCN(C(C3CCN(C4C=CC(C#N)=CN=4)CC3)=O)C2)=CC=1.N1CCCCC1.C([N:54]1[CH2:59][CH2:58][C@H:57]([C@H:60]([OH:62])[CH3:61])[C@@H:56]([C:63]2[CH:68]=[CH:67][C:66]([F:69])=[C:65]([F:70])[CH:64]=2)[CH2:55]1)C1C=CC=CC=1.[Cl:71][C:72]1[CH:73]=[CH:74][C:75](O)=[N:76][CH:77]=1.ClC(OC(Cl)=O)C.CCN(C(C)C)C(C)C. (3) Given the product [C:1]1([N:7]2[C:11]3[CH:12]=[C:13]([O:16][CH2:17][CH2:18][CH2:19][CH2:20][O:21][C:30](=[O:31])[C:29]([CH3:34])([CH3:33])[CH3:28])[CH:14]=[CH:15][C:10]=3[N:9]=[C:8]2[C:22]2[CH:23]=[CH:24][CH:25]=[CH:26][CH:27]=2)[CH:6]=[CH:5][CH:4]=[CH:3][CH:2]=1, predict the reactants needed to synthesize it. The reactants are: [C:1]1([N:7]2[C:11]3[CH:12]=[C:13]([O:16][CH2:17][CH2:18][CH2:19][CH2:20][OH:21])[CH:14]=[CH:15][C:10]=3[N:9]=[C:8]2[C:22]2[CH:27]=[CH:26][CH:25]=[CH:24][CH:23]=2)[CH:6]=[CH:5][CH:4]=[CH:3][CH:2]=1.[CH3:28][C:29]([CH3:34])([CH3:33])[C:30](Cl)=[O:31]. (4) Given the product [C:59]([C:62]1[CH:63]=[C:64]([NH:65][C:76]([NH:75][CH2:74][CH:73]([CH3:72])[CH2:78][CH2:79][CH2:80][NH:81][C:82]([NH:40][C:41]2[CH:42]=[C:43]([C:50](=[O:52])[CH3:51])[CH:44]=[C:45]([C:47](=[O:49])[CH3:48])[CH:46]=2)=[O:83])=[O:77])[CH:66]=[C:67]([C:69](=[O:71])[CH3:70])[CH:68]=1)(=[O:61])[CH3:60], predict the reactants needed to synthesize it. The reactants are: Cl.Cl.Cl.Cl.C(NN=C(NCCCC(C)CNC(=NNC(=N)N)[NH:40][C:41]1[CH:46]=[C:45]([C:47](=[O:49])[CH3:48])[CH:44]=[C:43]([C:50](=[O:52])[CH3:51])[CH:42]=1)NC1C=C(C(=NNC(=N)N)C)C=C(C(=NNC(=N)N)C)C=1)(=N)N.[C:59]([C:62]1[CH:63]=[C:64]([CH:66]=[C:67]([C:69](=[O:71])[CH3:70])[CH:68]=1)[NH2:65])(=[O:61])[CH3:60].[CH3:72][CH:73]([CH2:78][CH2:79][CH2:80][N:81]=[C:82]=[O:83])[CH2:74][N:75]=[C:76]=[O:77].COC(C)(C)C. (5) Given the product [NH2:1][C:2]1[CH:3]=[CH:4][C:5]([CH:9]2[CH2:14][C:13]([CH3:16])([CH3:15])[O:12][C:11]([CH3:24])([C:17]([O:19][CH2:20][CH2:21][CH2:22][CH3:23])=[O:18])[CH2:10]2)=[N:6][C:7]=1[C:29]1[CH2:30][CH2:31][C:26]([CH3:41])([CH3:25])[CH2:27][CH:28]=1, predict the reactants needed to synthesize it. The reactants are: [NH2:1][C:2]1[CH:3]=[CH:4][C:5]([CH:9]2[CH2:14][C:13]([CH3:16])([CH3:15])[O:12][C:11]([CH3:24])([C:17]([O:19][CH2:20][CH2:21][CH2:22][CH3:23])=[O:18])[CH2:10]2)=[N:6][C:7]=1Br.[CH3:25][C:26]1([CH3:41])[CH2:31][CH2:30][C:29](B2OC(C)(C)C(C)(C)O2)=[CH:28][CH2:27]1.C([O-])([O-])=O.[Na+].[Na+].C([O-])([O-])=O.[K+].[K+].C([O-])([O-])=O.[Cs+].[Cs+].